Dataset: Reaction yield outcomes from USPTO patents with 853,638 reactions. Task: Predict the reaction yield, written as a fraction of the theoretical maximum amount of product (1.0 means a 100% yield; for example, 0.34 means a 34% yield). The reactants are [Cl:1][C:2]1[CH:24]=[C:23]([C:25](=[O:35])[CH2:26][CH2:27][C:28]2[CH:33]=[CH:32][CH:31]=[C:30]([OH:34])[CH:29]=2)[CH:22]=[CH:21][C:3]=1[C:4]([NH:6][C@H:7]([C:17]([O:19]C)=[O:18])[CH2:8][NH:9][C:10]([C:12]1[S:13][CH:14]=[CH:15][CH:16]=1)=[O:11])=[O:5].O.[OH-].[Li+]. The catalyst is O1CCCC1.CO.O. The product is [Cl:1][C:2]1[CH:24]=[C:23]([C:25](=[O:35])[CH2:26][CH2:27][C:28]2[CH:33]=[CH:32][CH:31]=[C:30]([OH:34])[CH:29]=2)[CH:22]=[CH:21][C:3]=1[C:4]([NH:6][C@H:7]([C:17]([OH:19])=[O:18])[CH2:8][NH:9][C:10]([C:12]1[S:13][CH:14]=[CH:15][CH:16]=1)=[O:11])=[O:5]. The yield is 0.810.